Dataset: Peptide-MHC class II binding affinity with 134,281 pairs from IEDB. Task: Regression. Given a peptide amino acid sequence and an MHC pseudo amino acid sequence, predict their binding affinity value. This is MHC class II binding data. (1) The peptide sequence is AAATAGTTVFGAFAA. The MHC is HLA-DQA10102-DQB10602 with pseudo-sequence HLA-DQA10102-DQB10602. The binding affinity (normalized) is 0.822. (2) The peptide sequence is QTAVDFGNSYIAEME. The MHC is DRB1_1501 with pseudo-sequence DRB1_1501. The binding affinity (normalized) is 0.415. (3) The peptide sequence is EPGHLAPTGMFVAGA. The MHC is DRB1_0901 with pseudo-sequence DRB1_0901. The binding affinity (normalized) is 0.436. (4) The peptide sequence is AFKVAATAANAAPQN. The MHC is HLA-DPA10201-DPB11401 with pseudo-sequence HLA-DPA10201-DPB11401. The binding affinity (normalized) is 0.854. (5) The peptide sequence is AGWDTVLQSITTILA. The MHC is HLA-DQA10501-DQB10301 with pseudo-sequence HLA-DQA10501-DQB10301. The binding affinity (normalized) is 0.154. (6) The peptide sequence is EGHLRFLKNIILPVY. The MHC is HLA-DPA10201-DPB10501 with pseudo-sequence HLA-DPA10201-DPB10501. The binding affinity (normalized) is 0.220. (7) The peptide sequence is YDKFLANVSTVLGGK. The MHC is DRB1_1001 with pseudo-sequence DRB1_1001. The binding affinity (normalized) is 0.710. (8) The peptide sequence is PLSVASMTSPLLTWD. The MHC is DRB1_0901 with pseudo-sequence DRB1_0901. The binding affinity (normalized) is 0.636.